Dataset: Forward reaction prediction with 1.9M reactions from USPTO patents (1976-2016). Task: Predict the product of the given reaction. The product is: [CH2:1]([N:8]1[CH2:13][CH:12]2[CH:14]([NH:15][C:16]3[CH:17]=[C:18]4[C:22](=[CH:23][CH:24]=3)[NH:21][N:20]=[CH:19]4)[CH:9]1[CH2:10][CH2:11]2)[C:2]1[CH:7]=[CH:6][CH:5]=[CH:4][CH:3]=1. Given the reactants [CH2:1]([N:8]1[CH2:13][CH:12]2[CH:14]([NH:15][C:16]3[CH:17]=[C:18]4[C:22](=[CH:23][CH:24]=3)[N:21](C(=O)C(C)(C)C)[N:20]=[CH:19]4)[CH:9]1[CH2:10][CH2:11]2)[C:2]1[CH:7]=[CH:6][CH:5]=[CH:4][CH:3]=1.C12C(NC3C=C4C(=CC=3)N(C(=O)C(C)(C)C)N=C4)C(CC1)CN2.C(=O)([O-])[O-].[K+].[K+], predict the reaction product.